This data is from Forward reaction prediction with 1.9M reactions from USPTO patents (1976-2016). The task is: Predict the product of the given reaction. (1) Given the reactants [Br:1][C:2]1[CH:10]=[CH:9][CH:8]=[C:7]([Si:11]([CH3:14])([CH3:13])[CH3:12])[C:3]=1[C:4]([OH:6])=O.S(Cl)(Cl)=O.[CH3:19][C:20]1[CH:26]=[CH:25][CH:24]=[CH:23][C:21]=1[NH2:22].C(N(CC)CC)C, predict the reaction product. The product is: [Br:1][C:2]1[CH:10]=[CH:9][CH:8]=[C:7]([Si:11]([CH3:14])([CH3:13])[CH3:12])[C:3]=1[C:4]([NH:22][C:21]1[CH:23]=[CH:24][CH:25]=[CH:26][C:20]=1[CH3:19])=[O:6]. (2) Given the reactants [CH3:1][O:2][C:3](=[O:14])[CH:4]=[CH:5][C:6]1[CH:11]=[CH:10][C:9]([F:12])=[CH:8][C:7]=1[OH:13].C([O-])([O-])=O.[K+].[K+].I[CH:22]([CH2:24][CH3:25])[CH3:23], predict the reaction product. The product is: [CH3:1][O:2][C:3](=[O:14])[CH:4]=[CH:5][C:6]1[CH:11]=[CH:10][C:9]([F:12])=[CH:8][C:7]=1[O:13][CH:22]([CH2:24][CH3:25])[CH3:23].